This data is from Full USPTO retrosynthesis dataset with 1.9M reactions from patents (1976-2016). The task is: Predict the reactants needed to synthesize the given product. (1) Given the product [N+:8]([C:4]1[CH:5]=[CH:6][CH:7]=[C:2]([O:17][C:11]2[CH:16]=[CH:15][CH:14]=[CH:13][CH:12]=2)[CH:3]=1)([O-:10])=[O:9], predict the reactants needed to synthesize it. The reactants are: F[C:2]1[CH:7]=[CH:6][CH:5]=[C:4]([N+:8]([O-:10])=[O:9])[CH:3]=1.[C:11]1([OH:17])[CH:16]=[CH:15][CH:14]=[CH:13][CH:12]=1. (2) Given the product [NH2:1][C@H:2]([C:9]1[CH:14]=[CH:13][CH:12]=[CH:11][CH:10]=1)[CH2:3][C:4]([OH:6])=[O:5], predict the reactants needed to synthesize it. The reactants are: [NH2:1][CH:2]([C:9]1[CH:14]=[CH:13][CH:12]=[CH:11][CH:10]=1)[CH2:3][C:4]([O:6]CC)=[O:5].O.[OH-].[Na+].